From a dataset of Reaction yield outcomes from USPTO patents with 853,638 reactions. Predict the reaction yield, written as a fraction of the theoretical maximum amount of product (1.0 means a 100% yield; for example, 0.34 means a 34% yield). (1) The reactants are [H-].[Na+].[CH3:3][S:4]([NH2:7])(=[O:6])=[O:5].[CH3:8][C:9]1([CH3:34])[C:18]2[C:13](=[CH:14][CH:15]=[C:16]([C:19](O)=[O:20])[CH:17]=2)[NH:12][CH:11]([C:22]2[CH:27]=[CH:26][CH:25]=[C:24]([C:28]3[N:32]([CH3:33])[N:31]=[N:30][N:29]=3)[CH:23]=2)[CH2:10]1.C(N1C=CN=C1)(N1C=CN=C1)=O. The catalyst is CN(C)C=O.O. The product is [CH3:8][C:9]1([CH3:34])[C:18]2[C:13](=[CH:14][CH:15]=[C:16]([C:19]([NH:7][S:4]([CH3:3])(=[O:6])=[O:5])=[O:20])[CH:17]=2)[NH:12][CH:11]([C:22]2[CH:27]=[CH:26][CH:25]=[C:24]([C:28]3[N:32]([CH3:33])[N:31]=[N:30][N:29]=3)[CH:23]=2)[CH2:10]1. The yield is 0.300. (2) The reactants are [CH3:1][O:2][C:3]1[CH:15]=[C:14]([CH3:16])[CH:13]=[C:12]([O:17][CH3:18])[C:4]=1[C:5]([NH:7][NH:8][C:9]([NH2:11])=[NH:10])=O. The catalyst is C1(OC2C=CC=CC=2)C=CC=CC=1. The product is [NH2:10][C:9]1[N:11]=[C:5]([C:4]2[C:3]([O:2][CH3:1])=[CH:15][C:14]([CH3:16])=[CH:13][C:12]=2[O:17][CH3:18])[NH:7][N:8]=1. The yield is 0.930. (3) The product is [CH2:26]([O:25][C:23]([NH:1][C:2]1[S:3][C:4]([C:13]2[CH:18]=[CH:17][C:16]([N+:19]([O-:21])=[O:20])=[CH:15][CH:14]=2)=[C:5]([CH3:12])[C:6]=1[C:7]([O:9][CH2:10][CH3:11])=[O:8])=[O:24])[CH3:27]. The catalyst is C1(C)C=CC=CC=1. The reactants are [NH2:1][C:2]1[S:3][C:4]([C:13]2[CH:18]=[CH:17][C:16]([N+:19]([O-:21])=[O:20])=[CH:15][CH:14]=2)=[C:5]([CH3:12])[C:6]=1[C:7]([O:9][CH2:10][CH3:11])=[O:8].Cl[C:23]([O:25][CH2:26][CH3:27])=[O:24].C(O)C. The yield is 0.961.